Task: Predict the reaction yield, written as a fraction of the theoretical maximum amount of product (1.0 means a 100% yield; for example, 0.34 means a 34% yield).. Dataset: Reaction yield outcomes from USPTO patents with 853,638 reactions (1) The reactants are [ClH:1].[F:2][C:3]([F:27])([F:26])[C:4]1[CH:5]=[C:6]([CH:19]=[C:20]([C:22]([F:25])([F:24])[F:23])[CH:21]=1)[CH2:7][O:8][CH2:9][CH:10]([C:13]1[CH:18]=[CH:17][CH:16]=[CH:15][CH:14]=1)[CH2:11][NH2:12].[CH2:28](N(CC)CC)[CH3:29].CCN=C=N[CH2:40][CH2:41][CH2:42][N:43](C)C.Cl.Cl.[O:48]1[CH2:53][CH2:52]OCC1. The catalyst is O1CCOCC1.C(Cl)Cl. The product is [ClH:1].[NH2:43][C:42]1[CH:41]=[CH:40][C:52]([C:53]([NH:12][CH2:11][CH:10]([C:13]2[CH:18]=[CH:17][CH:16]=[CH:15][CH:14]=2)[CH2:9][O:8][CH2:7][C:6]2[CH:5]=[C:4]([C:3]([F:26])([F:27])[F:2])[CH:21]=[C:20]([C:22]([F:24])([F:23])[F:25])[CH:19]=2)=[O:48])=[CH:29][CH:28]=1. The yield is 0.650. (2) The reactants are Cl.[NH:2]1[CH2:5][CH:4]([C:6]2[CH:27]=[CH:26][C:9]3[C:10]4[N:14]([CH2:15][CH2:16][O:17][C:8]=3[CH:7]=2)[CH:13]=[C:12]([C:18]2[N:19]([CH:23]([CH3:25])[CH3:24])[N:20]=[CH:21][N:22]=2)[N:11]=4)[CH2:3]1.C(N(CC)CC)C.Cl[CH2:36][CH2:37][S:38](Cl)(=[O:40])=[O:39].Cl.[F:43][CH:44]1[CH2:47][NH:46][CH2:45]1. The catalyst is C(Cl)Cl. The product is [F:43][CH:44]1[CH2:47][N:46]([CH2:36][CH2:37][S:38]([N:2]2[CH2:3][CH:4]([C:6]3[CH:27]=[CH:26][C:9]4[C:10]5[N:14]([CH:13]=[C:12]([C:18]6[N:19]([CH:23]([CH3:24])[CH3:25])[N:20]=[CH:21][N:22]=6)[N:11]=5)[CH2:15][CH2:16][O:17][C:8]=4[CH:7]=3)[CH2:5]2)(=[O:40])=[O:39])[CH2:45]1. The yield is 0.400.